Predict the product of the given reaction. From a dataset of Forward reaction prediction with 1.9M reactions from USPTO patents (1976-2016). (1) Given the reactants [CH2:1]([N:8]1[CH2:13][CH2:12][NH:11][CH:10]([CH2:14][OH:15])[CH2:9]1)[C:2]1[CH:7]=[CH:6][CH:5]=[CH:4][CH:3]=1.Cl[C:17](Cl)([O:19]C(=O)OC(Cl)(Cl)Cl)Cl.C(N(C(C)C)CC)(C)C, predict the reaction product. The product is: [CH2:1]([N:8]1[CH2:13][CH2:12][N:11]2[C:17](=[O:19])[O:15][CH2:14][CH:10]2[CH2:9]1)[C:2]1[CH:3]=[CH:4][CH:5]=[CH:6][CH:7]=1. (2) Given the reactants [C:1]([C:5]1[CH:10]=[CH:9][C:8]([C:11]2[N:12]([C:30](Cl)=[O:31])[C@H:13]([C:23]3[CH:28]=[CH:27][C:26]([Cl:29])=[CH:25][CH:24]=3)[C@H:14]([C:16]3[CH:21]=[CH:20][C:19]([Cl:22])=[CH:18][CH:17]=3)[N:15]=2)=[C:7]([O:33][CH2:34][CH3:35])[CH:6]=1)([CH3:4])([CH3:3])[CH3:2].[N:36]1([CH2:42][C:43]([NH2:45])=[O:44])[CH2:41][CH2:40][NH:39][CH2:38][CH2:37]1, predict the reaction product. The product is: [ClH:22].[C:1]([C:5]1[CH:10]=[CH:9][C:8]([C:11]2[N:12]([C:30]([N:39]3[CH2:40][CH2:41][N:36]([CH2:42][C:43]([NH2:45])=[O:44])[CH2:37][CH2:38]3)=[O:31])[C@H:13]([C:23]3[CH:24]=[CH:25][C:26]([Cl:29])=[CH:27][CH:28]=3)[C@H:14]([C:16]3[CH:21]=[CH:20][C:19]([Cl:22])=[CH:18][CH:17]=3)[N:15]=2)=[C:7]([O:33][CH2:34][CH3:35])[CH:6]=1)([CH3:2])([CH3:4])[CH3:3]. (3) Given the reactants Cl[C:2]1[C:11]2[C:6](=[CH:7][CH:8]=[CH:9][CH:10]=2)[N:5]=[C:4]([C:12]2[CH:17]=[CH:16][CH:15]=[CH:14][CH:13]=2)[N:3]=1.Cl.[I-:19].[Na+].C(#N)C, predict the reaction product. The product is: [I:19][C:2]1[C:11]2[C:6](=[CH:7][CH:8]=[CH:9][CH:10]=2)[N:5]=[C:4]([C:12]2[CH:17]=[CH:16][CH:15]=[CH:14][CH:13]=2)[N:3]=1. (4) Given the reactants C([O:20][CH2:21][C@H:22]1[N:26]2[N:27]=[CH:28][N:29]=[C:25]2[CH2:24][CH2:23]1)(C1C=CC=CC=1)(C1C=CC=CC=1)C1C=CC=CC=1, predict the reaction product. The product is: [N:29]1[CH:28]=[N:27][N:26]2[C@H:22]([CH2:21][OH:20])[CH2:23][CH2:24][C:25]=12.